This data is from Full USPTO retrosynthesis dataset with 1.9M reactions from patents (1976-2016). The task is: Predict the reactants needed to synthesize the given product. Given the product [NH2:22][C:21]1[N:6]([C:8]2[CH:9]=[C:10]([CH:14]=[CH:15][CH:16]=2)[C:11]([O:13][CH2:26][CH3:27])=[O:12])[N:7]=[C:19]([C:18]([CH3:25])([CH3:24])[CH3:17])[CH:20]=1, predict the reactants needed to synthesize it. The reactants are: S(=O)(=O)(O)O.[NH:6]([C:8]1[CH:9]=[C:10]([CH:14]=[CH:15][CH:16]=1)[C:11]([OH:13])=[O:12])[NH2:7].[CH3:17][C:18]([CH3:25])([CH3:24])[C:19](=O)[CH2:20][C:21]#[N:22].[CH3:26][CH2:27]O.